From a dataset of Full USPTO retrosynthesis dataset with 1.9M reactions from patents (1976-2016). Predict the reactants needed to synthesize the given product. (1) Given the product [C:33]([O:32][C:31](=[O:37])[NH:30][C@@H:25]1[C@H:24]([NH:23][C:19]2[N:20]=[CH:21][C:16]3[S:15][CH:14]=[C:13]([C:11](=[O:12])[NH:10][C:3]4[CH:2]=[N:1][N:5]5[CH:6]=[CH:7][CH:8]=[CH:38][C:4]=45)[C:17]=3[N:18]=2)[CH2:29][CH2:28][O:27][CH2:26]1)([CH3:34])([CH3:36])[CH3:35], predict the reactants needed to synthesize it. The reactants are: [N:1]1[N:5]2[CH:6]=[CH:7][CH:8]=N[C:4]2=[C:3]([NH:10][C:11]([C:13]2[C:17]3[N:18]=[C:19](Cl)[N:20]=[CH:21][C:16]=3[S:15][CH:14]=2)=[O:12])[CH:2]=1.[NH2:23][C@@H:24]1[CH2:29][CH2:28][O:27][CH2:26][C@@H:25]1[NH:30][C:31](=[O:37])[O:32][C:33]([CH3:36])([CH3:35])[CH3:34].[CH:38](N(C(C)C)CC)(C)C. (2) The reactants are: [C:1]1(=[O:29])[N:5]([CH2:6][CH2:7][CH2:8][CH2:9][CH2:10][N:11]2[C:15]3=[C:16]([CH3:22])[N:17]=[C:18]4[CH:19]=[CH:20][CH:21]=[C:13]([N:14]34)[C:12]2=[O:23])C(=O)C2=CC=CC=C12.C(OC([O:32][C:33]([CH3:36])([CH3:35])[CH3:34])=O)([O:32][C:33]([CH3:36])([CH3:35])[CH3:34])=O.C(N(CC)CC)C. Given the product [C:33]([O:32][C:1]([NH:5][CH2:6][CH2:7][CH2:8][CH:9]=[CH:10][N:11]1[C:15]2=[C:16]([CH3:22])[N:17]=[C:18]3[CH:19]=[CH:20][CH:21]=[C:13]([N:14]23)[C:12]1=[O:23])=[O:29])([CH3:36])([CH3:35])[CH3:34], predict the reactants needed to synthesize it. (3) Given the product [C:1]([C:5]1[CH:6]=[CH:7][C:8]([C@@H:11]2[CH2:13][C@H:12]2[C:24]2[CH:42]=[CH:41][C:27]3[N:28]([C:31]4[CH:32]=[CH:33][C:34]([O:37][CH:38]([CH3:40])[CH3:39])=[CH:35][CH:36]=4)[CH:29]=[N:30][C:26]=3[CH:25]=2)=[CH:9][CH:10]=1)([CH3:2])([CH3:3])[CH3:4], predict the reactants needed to synthesize it. The reactants are: [C:1]([C:5]1[CH:10]=[CH:9][C:8]([C@@H:11]2[CH2:13][C@H:12]2B2OC(C)(C)C(C)(C)O2)=[CH:7][CH:6]=1)([CH3:4])([CH3:3])[CH3:2].Br[C:24]1[CH:42]=[CH:41][C:27]2[N:28]([C:31]3[CH:36]=[CH:35][C:34]([O:37][CH:38]([CH3:40])[CH3:39])=[CH:33][CH:32]=3)[CH:29]=[N:30][C:26]=2[CH:25]=1.O.O.P([O-])([O-])([O-])=O.[K+].[K+].[K+].C1(P(C2CCCCC2)C2CCCCC2)CCCCC1. (4) Given the product [F:14][C:2]1([F:1])[CH2:13][C:5]2[NH:6][C:7]([C:9]([OH:11])=[O:10])=[CH:8][C:4]=2[CH2:3]1, predict the reactants needed to synthesize it. The reactants are: [F:1][C:2]1([F:14])[CH2:13][C:5]2[NH:6][C:7]([C:9]([O:11]C)=[O:10])=[CH:8][C:4]=2[CH2:3]1.O.[OH-].[Li+]. (5) The reactants are: [Cl:1][C:2]1[CH:3]=[C:4]([O:12][C:13]2[C:35]([F:36])=[CH:34][C:16]([C:17]([NH:19][S:20](=[O:33])(=[O:32])[N:21](CC3C=CC(OC)=CC=3)[CH3:22])=[O:18])=[C:15]([F:37])[CH:14]=2)[CH:5]=[N:6][C:7]=1[O:8][CH:9]([CH3:11])[CH3:10].O1CCOCC1. Given the product [Cl:1][C:2]1[CH:3]=[C:4]([O:12][C:13]2[C:35]([F:36])=[CH:34][C:16]([C:17]([NH:19][S:20]([NH:21][CH3:22])(=[O:32])=[O:33])=[O:18])=[C:15]([F:37])[CH:14]=2)[CH:5]=[N:6][C:7]=1[O:8][CH:9]([CH3:10])[CH3:11], predict the reactants needed to synthesize it. (6) Given the product [C:47]([O:51][C:52]([N:54]([C:55]1[C:60]([Cl:61])=[N:59][CH:58]=[C:57]([C:29]2[N:30]=[C:25]([N:17]([C:18]([O:19][C:20]([CH3:23])([CH3:22])[CH3:21])=[O:24])[C:14]3[CH:15]=[CH:16][C:11]([N:8]4[CH2:7][CH2:6][N:5]([CH:3]5[CH2:2][O:1][CH2:4]5)[CH2:10][CH2:9]4)=[CH:12][CH:13]=3)[C:26]3[N:27]([CH:44]=[CH:45][N:46]=3)[CH:28]=2)[N:56]=1)[C:63](=[O:64])[O:65][C:66]([CH3:69])([CH3:68])[CH3:67])=[O:53])([CH3:50])([CH3:49])[CH3:48], predict the reactants needed to synthesize it. The reactants are: [O:1]1[CH2:4][CH:3]([N:5]2[CH2:10][CH2:9][N:8]([C:11]3[CH:16]=[CH:15][C:14]([N:17]([C:25]4[C:26]5[N:27]([CH:44]=[CH:45][N:46]=5)[CH:28]=[C:29]([Sn](CCCC)(CCCC)CCCC)[N:30]=4)[C:18](=[O:24])[O:19][C:20]([CH3:23])([CH3:22])[CH3:21])=[CH:13][CH:12]=3)[CH2:7][CH2:6]2)[CH2:2]1.[C:47]([O:51][C:52]([N:54]([C:63]([O:65][C:66]([CH3:69])([CH3:68])[CH3:67])=[O:64])[C:55]1[C:60]([Cl:61])=[N:59][CH:58]=[C:57](Br)[N:56]=1)=[O:53])([CH3:50])([CH3:49])[CH3:48]. (7) Given the product [NH:1]1[C:9]2[C:4](=[CH:5][C:6]([N:10]([CH2:32][OH:33])[C:11]3[C:12]4[CH2:31][CH2:30][N:29]([CH3:38])[CH2:28][C:13]=4[N:14]=[C:15]([N:17]4[CH2:25][C:24]5[C:19](=[CH:20][CH:21]=[C:22]([O:26][CH3:27])[CH:23]=5)[CH2:18]4)[N:16]=3)=[CH:7][CH:8]=2)[CH:3]=[N:2]1, predict the reactants needed to synthesize it. The reactants are: [NH:1]1[C:9]2[C:4](=[CH:5][C:6]([NH:10][C:11]3[C:12]4[CH2:31][CH2:30][NH:29][CH2:28][C:13]=4[N:14]=[C:15]([N:17]4[CH2:25][C:24]5[C:19](=[CH:20][CH:21]=[C:22]([O:26][CH3:27])[CH:23]=5)[CH2:18]4)[N:16]=3)=[CH:7][CH:8]=2)[CH:3]=[N:2]1.[CH2:32]=[O:33].[BH3-]C#N.[Na+].[CH3:38]O. (8) Given the product [N+:1]([CH:4]1[CH2:16][O:15][C:14]2[CH:13]=[CH:12][C:11]3[CH2:10][NH:9][C:8](=[O:17])[C:7]=3[C:6]=2[CH2:5]1)([O-:3])=[O:2], predict the reactants needed to synthesize it. The reactants are: [N+:1]([C:4]1[CH2:16][O:15][C:14]2[CH:13]=[CH:12][C:11]3[CH2:10][NH:9][C:8](=[O:17])[C:7]=3[C:6]=2[CH:5]=1)([O-:3])=[O:2].[Na]. (9) The reactants are: [N:1]1[CH:6]=[CH:5][CH:4]=[C:3](B(O)O)[CH:2]=1.O.O.P([O-])([O-])([O-])=O.[K+].[K+].[K+].Br[C:21]1[N:22]=[C:23]([C:30]([C:32]2[CH:33]=[C:34]3[C:39](=[CH:40][CH:41]=2)[N:38]([CH3:42])[C:37](=[O:43])[N:36]([CH2:44][C:45]2[CH:50]=[CH:49][C:48]([F:51])=[CH:47][CH:46]=2)[C:35]3=[O:52])=[O:31])[N:24]2[CH:29]=[CH:28][CH:27]=[CH:26][C:25]=12. Given the product [F:51][C:48]1[CH:49]=[CH:50][C:45]([CH2:44][N:36]2[C:35](=[O:52])[C:34]3[C:39](=[CH:40][CH:41]=[C:32]([C:30]([C:23]4[N:24]5[CH:29]=[CH:28][CH:27]=[CH:26][C:25]5=[C:21]([C:3]5[CH:2]=[N:1][CH:6]=[CH:5][CH:4]=5)[N:22]=4)=[O:31])[CH:33]=3)[N:38]([CH3:42])[C:37]2=[O:43])=[CH:46][CH:47]=1, predict the reactants needed to synthesize it. (10) Given the product [O:1]1[CH2:6][CH2:5][N:4]([CH2:7][CH2:8][O:9][C:10]2[CH:18]=[CH:17][C:13]([C:14]([Cl:21])=[O:15])=[CH:12][CH:11]=2)[CH2:3][CH2:2]1, predict the reactants needed to synthesize it. The reactants are: [O:1]1[CH2:6][CH2:5][N:4]([CH2:7][CH2:8][O:9][C:10]2[CH:18]=[CH:17][C:13]([C:14](O)=[O:15])=[CH:12][CH:11]=2)[CH2:3][CH2:2]1.O=S(Cl)[Cl:21].